Task: Predict the product of the given reaction.. Dataset: Forward reaction prediction with 1.9M reactions from USPTO patents (1976-2016) (1) The product is: [CH3:7][O:8][C:9]([C:10]1[C:6]2[CH:5]=[N:4][NH:3][C:2]=2[N:1]=[C:19]([C:18]2[CH:21]=[CH:22][C:15]([OH:14])=[CH:16][CH:17]=2)[CH:12]=1)=[O:13]. Given the reactants [NH2:1][C:2]1[CH:6]=[CH:5][NH:4][N:3]=1.[CH3:7][O:8][C:9](=[O:13])[C:10]([CH3:12])=O.[OH:14][C:15]1[CH:22]=[CH:21][C:18]([CH:19]=O)=[CH:17][CH:16]=1, predict the reaction product. (2) Given the reactants [CH3:1][S:2]([C:5]1[S:6][C:7]([C@@H:10]([NH:13]S(C(C)(C)C)=O)[CH2:11][CH3:12])=[CH:8][N:9]=1)(=[O:4])=[O:3].[ClH:20], predict the reaction product. The product is: [ClH:20].[CH3:1][S:2]([C:5]1[S:6][C:7]([C@@H:10]([NH2:13])[CH2:11][CH3:12])=[CH:8][N:9]=1)(=[O:3])=[O:4]. (3) Given the reactants [CH:1]([C:3]1[CH:8]=[CH:7][CH:6]=[CH:5][C:4]=1OB(O)O)=[O:2].Br[C:14]1[O:15][CH:16]=[CH:17][CH:18]=1.C(=O)([O-])[O-].[Na+].[Na+], predict the reaction product. The product is: [O:15]1[CH:16]=[CH:17][CH:18]=[C:14]1[C:4]1[CH:5]=[CH:6][CH:7]=[CH:8][C:3]=1[CH:1]=[O:2]. (4) The product is: [CH3:1][O:2][C:3]1[CH:4]=[C:5]2[C:10](=[CH:11][C:12]=1[O:13][CH3:14])[N:9]=[CH:8][CH:7]=[C:6]2[O:15][C:16]1[CH:22]=[CH:21][C:19]([NH:20][C:43](=[O:49])[O:42][CH2:40][CH2:60][CH2:59][S:58][C:55]2[CH:56]=[CH:57][C:52]([CH3:51])=[CH:53][CH:54]=2)=[C:18]([CH3:23])[C:17]=1[CH3:24]. Given the reactants [CH3:1][O:2][C:3]1[CH:4]=[C:5]2[C:10](=[CH:11][C:12]=1[O:13][CH3:14])[N:9]=[CH:8][CH:7]=[C:6]2[O:15][C:16]1[CH:22]=[CH:21][C:19]([NH2:20])=[C:18]([CH3:23])[C:17]=1[CH3:24].C1(C)C=CC=CC=1.C(N(CC)CC)C.Cl[C:40](Cl)([O:42][C:43](=[O:49])OC(Cl)(Cl)Cl)Cl.[CH3:51][C:52]1[CH:57]=[CH:56][C:55]([S:58][CH2:59][CH2:60]CO)=[CH:54][CH:53]=1, predict the reaction product. (5) Given the reactants [C:1]1([CH2:7][CH2:8][N:9]([C:21]2[S:22][C:23]([C:26]3[CH:31]=[CH:30][CH:29]=[C:28]([O:32][C:33]4[CH:38]=[CH:37][CH:36]=[C:35]([C:39]([F:42])([F:41])[F:40])[CH:34]=4)[CH:27]=3)=[N:24][N:25]=2)[C:10]2[CH:11]=[C:12]([CH:18]=[CH:19][CH:20]=2)[C:13]([O:15]CC)=[O:14])[CH:6]=[CH:5][CH:4]=[CH:3][CH:2]=1.[Li+].[OH-], predict the reaction product. The product is: [C:1]1([CH2:7][CH2:8][N:9]([C:21]2[S:22][C:23]([C:26]3[CH:31]=[CH:30][CH:29]=[C:28]([O:32][C:33]4[CH:38]=[CH:37][CH:36]=[C:35]([C:39]([F:41])([F:42])[F:40])[CH:34]=4)[CH:27]=3)=[N:24][N:25]=2)[C:10]2[CH:11]=[C:12]([CH:18]=[CH:19][CH:20]=2)[C:13]([OH:15])=[O:14])[CH:6]=[CH:5][CH:4]=[CH:3][CH:2]=1.